The task is: Predict which catalyst facilitates the given reaction.. This data is from Catalyst prediction with 721,799 reactions and 888 catalyst types from USPTO. (1) Reactant: [S:1]1[C:5]2[CH:6]=[CH:7][CH:8]=[CH:9][C:4]=2[C:3]([CH2:10][CH2:11][CH2:12][O:13]C2CCCCO2)=[CH:2]1.O.C1(C)C=CC(S(O)(=O)=O)=CC=1.C(=O)([O-])O.[Na+]. Product: [S:1]1[C:5]2[CH:6]=[CH:7][CH:8]=[CH:9][C:4]=2[C:3]([CH2:10][CH2:11][CH2:12][OH:13])=[CH:2]1. The catalyst class is: 5. (2) Reactant: [N:1]1([CH2:6][CH2:7][CH2:8][CH2:9][CH2:10][N:11]2C(=O)C3=CC=CC=C3C2=O)[CH2:5][CH2:4][CH2:3][CH2:2]1.NN.O. Product: [N:1]1([CH2:6][CH2:7][CH2:8][CH2:9][CH2:10][NH2:11])[CH2:5][CH2:4][CH2:3][CH2:2]1. The catalyst class is: 8. (3) Reactant: [C:1]1([C:7]2[C:15]3[C:10](=[N:11][CH:12]=[C:13]([C:16]4[CH:21]=[CH:20][CH:19]=[CH:18][C:17]=4[O:22][CH3:23])[CH:14]=3)[N:9](S(C3C=CC=CC=3)(=O)=O)[CH:8]=2)[CH:6]=[CH:5][CH:4]=[CH:3][CH:2]=1.[OH-].[Na+]. Product: [C:1]1([C:7]2[C:15]3[C:10](=[N:11][CH:12]=[C:13]([C:16]4[CH:21]=[CH:20][CH:19]=[CH:18][C:17]=4[O:22][CH3:23])[CH:14]=3)[NH:9][CH:8]=2)[CH:2]=[CH:3][CH:4]=[CH:5][CH:6]=1. The catalyst class is: 5. (4) Reactant: [CH2:1]([N:8]1[C:13](=[O:14])[C:12]2[C:15]([CH3:20])=[C:16]([O:18][CH3:19])[S:17][C:11]=2[NH:10][C:9]1=[O:21])[C:2]1[CH:7]=[CH:6][CH:5]=[CH:4][CH:3]=1.Br[CH2:23][C:24]1[CH:29]=[CH:28][C:27]([C:30]2[CH:35]=[CH:34][CH:33]=[CH:32][C:31]=2[C:36]2[N:40]=[C:39](C(Cl)(Cl)Cl)[O:38][N:37]=2)=[CH:26][CH:25]=1.C(=O)([O-])[O-:46].[K+].[K+].CN(C)C=O. Product: [CH2:1]([N:8]1[C:13](=[O:14])[C:12]2[C:15]([CH3:20])=[C:16]([O:18][CH3:19])[S:17][C:11]=2[N:10]([CH2:23][C:24]2[CH:29]=[CH:28][C:27]([C:30]3[CH:35]=[CH:34][CH:33]=[CH:32][C:31]=3[C:36]3[NH:40][C:39](=[O:46])[O:38][N:37]=3)=[CH:26][CH:25]=2)[C:9]1=[O:21])[C:2]1[CH:3]=[CH:4][CH:5]=[CH:6][CH:7]=1. The catalyst class is: 13. (5) Reactant: [C:1]([O:5][C:6]([NH:8][C@:9]1([C:14]([OH:16])=O)[CH2:11][C@H:10]1[CH:12]=[CH2:13])=[O:7])([CH3:4])([CH3:3])[CH3:2].C1N=CN(C(N2C=NC=C2)=O)C=1.[CH2:29]([NH:36][C:37](=[O:48])[C:38]1[CH:43]=[CH:42][CH:41]=[C:40]([S:44](=[O:47])(=[O:46])[NH2:45])[CH:39]=1)[CH2:30][CH2:31][CH2:32][CH2:33][CH:34]=[CH2:35].C1CCN2C(=NCCC2)CC1. Product: [C:1]([O:5][C:6](=[O:7])[NH:8][C@:9]1([C:14]([NH:45][S:44]([C:40]2[CH:41]=[CH:42][CH:43]=[C:38]([C:37](=[O:48])[NH:36][CH2:29][CH2:30][CH2:31][CH2:32][CH2:33][CH:34]=[CH2:35])[CH:39]=2)(=[O:46])=[O:47])=[O:16])[CH2:11][C@H:10]1[CH:12]=[CH2:13])([CH3:2])([CH3:3])[CH3:4]. The catalyst class is: 49. (6) Reactant: CS(O[CH2:6][CH2:7][CH:8]([C:11]([F:14])([F:13])[F:12])[CH2:9][CH3:10])(=O)=O.[F:15][C:16]([F:26])([F:25])[CH2:17][CH2:18][S:19]([CH2:22][C:23]#[N:24])(=[O:21])=[O:20].C(=O)([O-])[O-].[K+].[K+].Cl. Product: [F:14][C:11]([F:12])([F:13])[CH:8]([CH2:9][CH3:10])[CH2:7][CH2:6][CH:22]([S:19]([CH2:18][CH2:17][C:16]([F:26])([F:15])[F:25])(=[O:21])=[O:20])[C:23]#[N:24]. The catalyst class is: 16. (7) Reactant: C([N-][CH:5]([CH3:7])[CH3:6])(C)C.[Li+].[Li]CCCC.C(NC(C)C)(C)C.[O:21]1[C:25](=[O:26])[CH2:24][C@H:23]2C=C[CH2:29][C@@H:22]12.CI. Product: [CH3:23][C@H:24]1[C:25](=[O:26])[O:21][C@@H:22]2[CH2:29][CH:7]=[CH:5][C@H:6]12. The catalyst class is: 1. (8) Reactant: [C:1]([O:5][C:6](=[O:24])[NH:7][CH:8]([CH:10]1[C:14]2([CH2:16][CH2:15]2)[CH2:13][N:12](CC2C=CC=CC=2)[CH2:11]1)[CH3:9])([CH3:4])([CH3:3])[CH3:2].[H][H]. Product: [C:1]([O:5][C:6](=[O:24])[NH:7][CH:8]([CH:10]1[C:14]2([CH2:15][CH2:16]2)[CH2:13][NH:12][CH2:11]1)[CH3:9])([CH3:2])([CH3:3])[CH3:4]. The catalyst class is: 19.